This data is from Reaction yield outcomes from USPTO patents with 853,638 reactions. The task is: Predict the reaction yield, written as a fraction of the theoretical maximum amount of product (1.0 means a 100% yield; for example, 0.34 means a 34% yield). (1) The reactants are [NH2:1][C:2]1[N:3]=[N+:4]([O-:13])[C:5]2[CH:11]=[C:10]([OH:12])[CH:9]=[CH:8][C:6]=2[N:7]=1.C([O-])([O-])=O.[K+].[K+].Br[CH2:21][CH2:22][NH:23][C:24](=[O:29])[C:25]([F:28])([F:27])[F:26]. The catalyst is CN(C=O)C. The product is [NH2:1][C:2]1[N:3]=[N+:4]([O-:13])[C:5]2[CH:11]=[C:10]([O:12][CH2:21][CH2:22][NH:23][C:24](=[O:29])[C:25]([F:28])([F:27])[F:26])[CH:9]=[CH:8][C:6]=2[N:7]=1. The yield is 0.660. (2) The reactants are [CH3:1][O:2][C:3](=[O:34])[CH2:4][N:5]1[C:13]2[C:8](=[CH:9][C:10](Br)=[C:11]([S:14]([N:17]3[CH2:22][CH2:21][N:20]([C:23]4[CH:28]=[CH:27][C:26]([C:29]([F:32])([F:31])[F:30])=[CH:25][CH:24]=4)[CH2:19][CH2:18]3)(=[O:16])=[O:15])[CH:12]=2)[CH:7]=[CH:6]1.C(N(CC)CC)C. The catalyst is [Pd].[C]. The product is [CH3:1][O:2][C:3](=[O:34])[CH2:4][N:5]1[C:13]2[C:8](=[CH:9][CH:10]=[C:11]([S:14]([N:17]3[CH2:22][CH2:21][N:20]([C:23]4[CH:28]=[CH:27][C:26]([C:29]([F:32])([F:31])[F:30])=[CH:25][CH:24]=4)[CH2:19][CH2:18]3)(=[O:15])=[O:16])[CH:12]=2)[CH:7]=[CH:6]1. The yield is 0.830.